The task is: Predict the product of the given reaction.. This data is from Forward reaction prediction with 1.9M reactions from USPTO patents (1976-2016). (1) Given the reactants Br[C:2]1[C:11](=[O:12])[C:10]2[C:5](=[CH:6][CH:7]=[CH:8][CH:9]=2)[O:4][CH:3]=1.[Cl:13][C:14]1[CH:15]=[C:16](B(O)O)[CH:17]=[CH:18][CH:19]=1.C([O-])([O-])=O.[K+].[K+].C1COCC1, predict the reaction product. The product is: [Cl:13][C:14]1[CH:19]=[C:18]([CH:17]=[CH:16][CH:15]=1)[C:2]1[C:11](=[O:12])[C:10]2[C:5](=[CH:6][CH:7]=[CH:8][CH:9]=2)[O:4][CH:3]=1. (2) Given the reactants Cl[CH2:2][C:3]([NH:5][C@@H:6]1[CH2:11][O:10][C:9]2=[N:12][C:13]([N+:15]([O-:17])=[O:16])=[CH:14][N:8]2[CH2:7]1)=[O:4].[F:18][C:19]([F:38])([F:37])[O:20][C:21]1[CH:36]=[CH:35][C:24]([O:25][CH:26]2[CH2:31][CH2:30][N:29]([CH2:32][CH2:33][OH:34])[CH2:28][CH2:27]2)=[CH:23][CH:22]=1, predict the reaction product. The product is: [F:38][C:19]([F:18])([F:37])[O:20][C:21]1[CH:22]=[CH:23][C:24]([O:25][CH:26]2[CH2:31][CH2:30][N:29]([CH2:32][CH2:33][O:34][CH2:2][C:3]([NH:5][C@@H:6]3[CH2:11][O:10][C:9]4=[N:12][C:13]([N+:15]([O-:17])=[O:16])=[CH:14][N:8]4[CH2:7]3)=[O:4])[CH2:28][CH2:27]2)=[CH:35][CH:36]=1. (3) Given the reactants C([Mg]Br)C.I[C:6]1[N:7]=[C:8]([CH3:30])[N:9]([C:11]([C:24]2[CH:29]=[CH:28][CH:27]=[CH:26][CH:25]=2)([C:18]2[CH:23]=[CH:22][CH:21]=[CH:20][CH:19]=2)[C:12]2[CH:17]=[CH:16][CH:15]=[CH:14][CH:13]=2)[CH:10]=1.[CH2:31]([Sn:35](Cl)([CH2:40][CH2:41][CH2:42][CH3:43])[CH2:36][CH2:37][CH2:38][CH3:39])[CH2:32][CH2:33][CH3:34], predict the reaction product. The product is: [CH3:30][C:8]1[N:9]([C:11]([C:12]2[CH:17]=[CH:16][CH:15]=[CH:14][CH:13]=2)([C:18]2[CH:19]=[CH:20][CH:21]=[CH:22][CH:23]=2)[C:24]2[CH:29]=[CH:28][CH:27]=[CH:26][CH:25]=2)[CH:10]=[C:6]([Sn:35]([CH2:40][CH2:41][CH2:42][CH3:43])([CH2:36][CH2:37][CH2:38][CH3:39])[CH2:31][CH2:32][CH2:33][CH3:34])[N:7]=1. (4) Given the reactants [O:1]=[C:2]1[CH2:6][CH2:5][CH2:4][N:3]1[C@@H:7]1[CH2:12][CH2:11][C@H:10]([C:13]([OH:15])=O)[CH2:9][CH2:8]1.[Cl:16][C:17]1[CH:18]=[C:19]([C:24]2[CH:25]=[CH:26][C:27]([NH2:30])=[N:28][CH:29]=2)[CH:20]=[C:21]([CH3:23])[CH:22]=1, predict the reaction product. The product is: [Cl:16][C:17]1[CH:18]=[C:19]([C:24]2[CH:25]=[CH:26][C:27]([NH:30][C:13]([C@H:10]3[CH2:9][CH2:8][C@@H:7]([N:3]4[CH2:4][CH2:5][CH2:6][C:2]4=[O:1])[CH2:12][CH2:11]3)=[O:15])=[N:28][CH:29]=2)[CH:20]=[C:21]([CH3:23])[CH:22]=1. (5) Given the reactants F[C:2]1[CH:9]=[CH:8][C:7]([C:10]2[N:15]=[C:14]([NH:16][C:17]3[CH:22]=[CH:21][C:20]([N:23]4[CH2:28][CH2:27][N:26]([CH:29]5[CH2:32][O:31][CH2:30]5)[CH2:25][CH2:24]4)=[CH:19][CH:18]=3)[N:13]=[CH:12][N:11]=2)=[CH:6][C:3]=1[C:4]#[N:5].[F:33][C:34]1([F:47])[CH:38]([OH:39])[CH2:37][N:36]([C:40]([O:42]C(C)(C)C)=O)[CH2:35]1.C(O)(=O)[CH2:49][OH:50], predict the reaction product. The product is: [F:47][C:34]1([F:33])[CH2:35][N:36]([C:40](=[O:42])[CH2:49][OH:50])[CH2:37][CH:38]1[O:39][C:2]1[CH:9]=[CH:8][C:7]([C:10]2[N:15]=[C:14]([NH:16][C:17]3[CH:18]=[CH:19][C:20]([N:23]4[CH2:24][CH2:25][N:26]([CH:29]5[CH2:30][O:31][CH2:32]5)[CH2:27][CH2:28]4)=[CH:21][CH:22]=3)[N:13]=[CH:12][N:11]=2)=[CH:6][C:3]=1[C:4]#[N:5].